This data is from Full USPTO retrosynthesis dataset with 1.9M reactions from patents (1976-2016). The task is: Predict the reactants needed to synthesize the given product. (1) Given the product [C:1]([N:4]1[CH2:9][CH2:8][CH:7]([CH2:10][C:11]([NH:13][C:14]2[CH:19]=[N:18][C:17]([C:23]3[CH:24]=[C:25]([F:29])[CH:26]=[C:27]([F:28])[C:22]=3[F:21])=[CH:16][N:15]=2)=[O:12])[CH2:6][CH2:5]1)(=[O:3])[CH3:2], predict the reactants needed to synthesize it. The reactants are: [C:1]([N:4]1[CH2:9][CH2:8][CH:7]([CH2:10][C:11]([NH:13][C:14]2[CH:19]=[N:18][C:17](Br)=[CH:16][N:15]=2)=[O:12])[CH2:6][CH2:5]1)(=[O:3])[CH3:2].[F:21][C:22]1[C:27]([F:28])=[CH:26][C:25]([F:29])=[CH:24][C:23]=1B(O)O. (2) Given the product [OH:30][CH2:29][C@H:11]1[O:10][C:9]([CH3:39])([CH3:38])[N:8]([C:6]([O:5][C:1]([CH3:2])([CH3:3])[CH3:4])=[O:7])[C@H:12]1[CH2:13][C:14]1[N:15]=[CH:16][S:17][C:18]=1[CH2:19][CH2:20][CH3:21], predict the reactants needed to synthesize it. The reactants are: [C:1]([O:5][C:6]([N:8]1[C@@H:12]([CH2:13][C:14]2[N:15]=[C:16]([Si](C(C)(C)C)(C)C)[S:17][C:18]=2[CH2:19][CH2:20][CH3:21])[C@@H:11]([CH2:29][O:30][Si](C(C)(C)C)(C)C)[O:10][C:9]1([CH3:39])[CH3:38])=[O:7])([CH3:4])([CH3:3])[CH3:2].[OH:30][CH2:29][C@H:11]1[O:10][C:9]([CH3:38])([CH3:39])[N:8]([C:6]([O:5][C:1]([CH3:3])([CH3:4])[CH3:2])=[O:7])[C@H:12]1[CH2:13][C:14]1[N:15]=[CH:16][S:17][C:18]=1[CH2:19][CH2:20][CH3:21].CCCC[N+](CCCC)(CCCC)CCCC.[F-]. (3) Given the product [F:1][C:2]1([F:17])[O:6][C:5]2[CH:7]=[CH:8][C:9]([C:11]3([C:14]([Cl:20])=[O:15])[CH2:13][CH2:12]3)=[CH:10][C:4]=2[O:3]1, predict the reactants needed to synthesize it. The reactants are: [F:1][C:2]1([F:17])[O:6][C:5]2[CH:7]=[CH:8][C:9]([C:11]3([C:14](O)=[O:15])[CH2:13][CH2:12]3)=[CH:10][C:4]=2[O:3]1.S(Cl)([Cl:20])=O.CN(C)C=O.